This data is from Full USPTO retrosynthesis dataset with 1.9M reactions from patents (1976-2016). The task is: Predict the reactants needed to synthesize the given product. (1) Given the product [CH3:1][S:2]([O:5][CH2:6][C:7]1[N:8]([CH2:17][CH2:18][CH2:36][S:37]([CH3:39])=[O:38])[C:9]2[C:14]([CH:15]=1)=[CH:13][C:12]([Cl:16])=[CH:11][CH:10]=2)(=[O:3])=[O:4], predict the reactants needed to synthesize it. The reactants are: [CH3:1][S:2]([O:5][CH2:6][C:7]1[N:8]([CH2:17][CH2:18]S(CC)(=O)=O)[C:9]2[C:14]([CH:15]=1)=[CH:13][C:12]([Cl:16])=[CH:11][CH:10]=2)(=[O:4])=[O:3].ClC1C=C2C(=CC=1)N(CC[CH2:36][S:37]([CH3:39])=[O:38])C(CO)=C2. (2) Given the product [NH2:2][CH2:1][C:3]1[CH:4]=[C:5]([NH:9][C:10]([CH:12]2[CH2:14][CH2:13]2)=[O:11])[CH:6]=[CH:7][CH:8]=1, predict the reactants needed to synthesize it. The reactants are: [C:1]([C:3]1[CH:4]=[C:5]([NH:9][C:10]([CH:12]2[CH2:14][CH2:13]2)=[O:11])[CH:6]=[CH:7][CH:8]=1)#[N:2].[H][H].